This data is from Peptide-MHC class I binding affinity with 185,985 pairs from IEDB/IMGT. The task is: Regression. Given a peptide amino acid sequence and an MHC pseudo amino acid sequence, predict their binding affinity value. This is MHC class I binding data. The MHC is Mamu-B17 with pseudo-sequence Mamu-B17. The binding affinity (normalized) is 0.498. The peptide sequence is KSTDSESDW.